Dataset: Full USPTO retrosynthesis dataset with 1.9M reactions from patents (1976-2016). Task: Predict the reactants needed to synthesize the given product. (1) Given the product [Cl:1][C:2]1[CH:7]=[CH:6][CH:5]=[CH:4][C:3]=1[S:8][CH2:10][CH2:11][C:12]([OH:14])=[O:13], predict the reactants needed to synthesize it. The reactants are: [Cl:1][C:2]1[CH:7]=[CH:6][CH:5]=[CH:4][C:3]=1[SH:8].Br[CH2:10][CH2:11][C:12]([O:14]CC)=[O:13].[OH-].[K+].C(O)C. (2) Given the product [C:20]([O:24][C:25](=[O:26])[N:11]([CH3:12])[CH:8]1[CH2:7][CH2:6][C:5](=[O:1])[CH2:10][CH2:9]1)([CH3:23])([CH3:22])[CH3:21], predict the reactants needed to synthesize it. The reactants are: [O:1]1[C:5]2([CH2:10][CH2:9][CH:8]([NH:11][CH3:12])[CH2:7][CH2:6]2)OCC1.Cl.C([O-])([O-])=O.[Na+].[Na+].[C:20]([O:24][C:25](O[C:25]([O:24][C:20]([CH3:23])([CH3:22])[CH3:21])=[O:26])=[O:26])([CH3:23])([CH3:22])[CH3:21].